Dataset: Full USPTO retrosynthesis dataset with 1.9M reactions from patents (1976-2016). Task: Predict the reactants needed to synthesize the given product. Given the product [CH2:4]([C:3]1[N:22]([CH2:23][C:24]2([OH:30])[CH2:29][CH2:28][O:27][CH2:26][CH2:25]2)[C:21]2[C:20]3[N:19]=[CH:18][CH:17]=[CH:16][C:15]=3[N:14]=[CH:13][C:12]=2[N:11]=1)[CH2:5][CH3:6], predict the reactants needed to synthesize it. The reactants are: CO[C:3](OC)(OC)[CH2:4][CH2:5][CH3:6].[NH2:11][C:12]1[CH:13]=[N:14][C:15]2[C:20]([C:21]=1[NH:22][CH2:23][C:24]1([OH:30])[CH2:29][CH2:28][O:27][CH2:26][CH2:25]1)=[N:19][CH:18]=[CH:17][CH:16]=2.